This data is from Reaction yield outcomes from USPTO patents with 853,638 reactions. The task is: Predict the reaction yield, written as a fraction of the theoretical maximum amount of product (1.0 means a 100% yield; for example, 0.34 means a 34% yield). (1) The reactants are [C:1]([C:5]1[CH:10]=[CH:9][CH:8]=[CH:7][C:6]=1[NH2:11])([CH3:4])([CH3:3])[CH3:2].[N+:12]([O-])([O-:14])=[O:13].[K+]. The catalyst is S(=O)(=O)(O)O. The product is [C:1]([C:5]1[CH:10]=[CH:9][C:8]([N+:12]([O-:14])=[O:13])=[CH:7][C:6]=1[NH2:11])([CH3:4])([CH3:2])[CH3:3]. The yield is 0.640. (2) The reactants are [C:1]1([CH2:7][CH:8]([P:18](=[O:21])([OH:20])[OH:19])[NH:9][S:10]([C:13]2[S:14][CH:15]=[CH:16][CH:17]=2)(=[O:12])=[O:11])[CH:6]=[CH:5][CH:4]=[CH:3][CH:2]=1.[N+:22]([C:25]1[CH:30]=[CH:29][C:28](O)=[CH:27][CH:26]=1)([O-:24])=[O:23].ClC(Cl)(Cl)C#N. The catalyst is N1C=CC=CC=1. The product is [NH4+:9].[N+:22]([C:25]1[CH:30]=[CH:29][C:28]([O:21][P:18]([CH:8]([NH:9][S:10]([C:13]2[S:14][CH:15]=[CH:16][CH:17]=2)(=[O:11])=[O:12])[CH2:7][C:1]2[CH:6]=[CH:5][CH:4]=[CH:3][CH:2]=2)(=[O:19])[O-:20])=[CH:27][CH:26]=1)([O-:24])=[O:23]. The yield is 0.520. (3) The yield is 0.500. The product is [C:16]([O:20][C:21]([N:23]1[CH2:28][CH2:27][CH:26]([CH:29]([C:7]2[C:2]([Br:1])=[N:3][CH:4]=[CH:5][CH:6]=2)[OH:30])[CH2:25][CH2:24]1)=[O:22])([CH3:19])([CH3:18])[CH3:17]. The catalyst is C1COCC1. The reactants are [Br:1][C:2]1[CH:7]=[CH:6][CH:5]=[CH:4][N:3]=1.[Li+].CC([N-]C(C)C)C.[C:16]([O:20][C:21]([N:23]1[CH2:28][CH2:27][CH:26]([CH:29]=[O:30])[CH2:25][CH2:24]1)=[O:22])([CH3:19])([CH3:18])[CH3:17]. (4) The reactants are [CH3:1][C:2]1([CH3:16])[CH2:7][O:6][C:5]2([CH2:14][CH2:13][CH2:12][C:11](=O)[CH2:10][CH2:9][CH2:8]2)[O:4][CH2:3]1.C[N:18]1[CH:23]=[C:22]([N+:24]([O-:26])=[O:25])[CH:21]=C([N+]([O-])=O)C1=O.N. The catalyst is CO. The product is [CH3:1][C:2]1([CH3:16])[CH2:7][O:6][C:5]2([CH2:14][CH2:13][CH2:12][C:11]3=[N:18][CH:23]=[C:22]([N+:24]([O-:26])=[O:25])[CH:21]=[C:10]3[CH2:9][CH2:8]2)[O:4][CH2:3]1. The yield is 0.925. (5) The reactants are C(NC(C)C)(C)C.C([Li])CCC.[Cl:13][C:14]1[N:19]=[N:18][C:17]([O:20][CH3:21])=[C:16]([C:22]2[CH:34]=[C:33]([F:35])[CH:32]=[CH:31][C:23]=2[C:24](N(CC)CC)=[O:25])[C:15]=1[CH3:36]. The catalyst is C1COCC1. The product is [Cl:13][C:14]1[C:15]2[CH:36]=[C:24]([OH:25])[C:23]3[CH:31]=[CH:32][C:33]([F:35])=[CH:34][C:22]=3[C:16]=2[C:17]([O:20][CH3:21])=[N:18][N:19]=1. The yield is 0.840. (6) The reactants are [Cl:1][C:2]1[CH:3]=[N+:4]([O-:46])[CH:5]=[C:6]([Cl:45])[C:7]=1[CH2:8][C@@H:9]([C:30]1[CH:35]=[CH:34][C:33]([O:36][CH:37]([F:39])[F:38])=[C:32]([O:40][CH2:41][CH:42]2[CH2:44][CH2:43]2)[CH:31]=1)[O:10][C:11](=[O:29])[NH:12][CH2:13][C:14]1[CH:19]=[CH:18][C:17]([N:20](S(C)(=O)=O)[S:21]([CH3:24])(=[O:23])=[O:22])=[CH:16][CH:15]=1.C(=O)([O-])[O-].[K+].[K+]. The catalyst is CO. The product is [Cl:1][C:2]1[CH:3]=[N+:4]([O-:46])[CH:5]=[C:6]([Cl:45])[C:7]=1[CH2:8][C@@H:9]([C:30]1[CH:35]=[CH:34][C:33]([O:36][CH:37]([F:38])[F:39])=[C:32]([O:40][CH2:41][CH:42]2[CH2:44][CH2:43]2)[CH:31]=1)[O:10][C:11](=[O:29])[NH:12][CH2:13][C:14]1[CH:19]=[CH:18][C:17]([NH:20][S:21]([CH3:24])(=[O:23])=[O:22])=[CH:16][CH:15]=1. The yield is 0.463.